Dataset: Forward reaction prediction with 1.9M reactions from USPTO patents (1976-2016). Task: Predict the product of the given reaction. (1) Given the reactants [N+:1]([C:4]1[CH:13]=[CH:12][C:7]2[NH:8][C:9](=[O:11])[S:10][C:6]=2[CH:5]=1)([O-:3])=[O:2].N12CCCN=C1CC[CH2:17][CH2:16][CH2:15]2.IC(C)C, predict the reaction product. The product is: [N+:1]([C:4]1[CH:13]=[CH:12][C:7]2[N:8]([CH:16]([CH3:17])[CH3:15])[C:9](=[O:11])[S:10][C:6]=2[CH:5]=1)([O-:3])=[O:2]. (2) Given the reactants [CH:1]1[CH:2]=[CH:3][N:4]2[CH2:10][C:9]3[CH:11]=[CH:12][CH:13]=[CH:14][C:8]=3[N:7]([C:15]([C:17]3[CH:22]=[CH:21][C:20]([C:23]4[CH2:28][CH2:27][CH2:26][CH2:25][CH:24]=4)=[C:19]([CH3:29])[CH:18]=3)=[O:16])[CH2:6][C:5]=12.FC(F)(F)S(OC1CCCCC=1[C:42]1[CH:47]=[CH:46][CH:45]=[C:44]([O:48][CH3:49])[CH:43]=1)(=O)=O, predict the reaction product. The product is: [CH:1]1[CH:2]=[CH:3][N:4]2[CH2:10][C:9]3[CH:11]=[CH:12][CH:13]=[CH:14][C:8]=3[N:7]([C:15]([C:17]3[CH:22]=[CH:21][C:20]([C:23]4[CH2:28][CH2:27][CH2:26][CH2:25][C:24]=4[C:42]4[CH:47]=[CH:46][CH:45]=[C:44]([O:48][CH3:49])[CH:43]=4)=[C:19]([CH3:29])[CH:18]=3)=[O:16])[CH2:6][C:5]=12.